From a dataset of Full USPTO retrosynthesis dataset with 1.9M reactions from patents (1976-2016). Predict the reactants needed to synthesize the given product. Given the product [CH:25]([NH:28][C:4]([C:6]1[S:10][C:9](/[CH:11]=[CH:12]/[C:13]2[C:14]([C:19]3[CH:20]=[CH:21][CH:22]=[CH:23][CH:24]=3)=[N:15][O:16][C:17]=2[CH3:18])=[N:8][CH:7]=1)=[O:5])([CH3:27])[CH3:26], predict the reactants needed to synthesize it. The reactants are: C(O[C:4]([C:6]1[S:10][C:9](/[CH:11]=[CH:12]/[C:13]2[C:14]([C:19]3[CH:24]=[CH:23][CH:22]=[CH:21][CH:20]=3)=[N:15][O:16][C:17]=2[CH3:18])=[N:8][CH:7]=1)=[O:5])C.[CH:25]([NH2:28])([CH3:27])[CH3:26].